Predict the product of the given reaction. From a dataset of Forward reaction prediction with 1.9M reactions from USPTO patents (1976-2016). (1) Given the reactants [CH3:1][Si:2](Cl)([CH3:4])[CH3:3].[CH2:6]1[CH2:10]O[CH2:8][CH2:7]1, predict the reaction product. The product is: [CH3:1][Si:2]([CH3:4])([CH3:8])[C:3]1[CH:7]=[C:6]([CH3:10])[C:8]([Si:2]([CH3:4])([CH3:3])[CH3:1])=[CH:7][C:6]=1[CH3:10]. (2) Given the reactants [NH2:1][C:2]1[CH:7]=[CH:6][CH:5]=[CH:4][C:3]=1[S:8]([NH2:11])(=[O:10])=[O:9].[O:12]1[CH:16]=[CH:15][CH:14]=[C:13]1[C:17]1[CH:22]=[CH:21][C:20](/[CH:23]=[CH:24]/[S:25](Cl)(=[O:27])=[O:26])=[CH:19][CH:18]=1, predict the reaction product. The product is: [O:12]1[CH:16]=[CH:15][CH:14]=[C:13]1[C:17]1[CH:18]=[CH:19][C:20](/[CH:23]=[CH:24]/[S:25]([NH:1][C:2]2[CH:7]=[CH:6][CH:5]=[CH:4][C:3]=2[S:8]([NH2:11])(=[O:9])=[O:10])(=[O:27])=[O:26])=[CH:21][CH:22]=1. (3) Given the reactants Cl[C:2]1[CH:11]=[CH:10][CH:9]=[CH:8][C:3]=1[CH2:4][CH2:5][CH:6]=[O:7].[O:12]=[C:13]([CH:20]1[CH2:25][CH2:24][CH2:23][CH2:22][CH2:21]1)/[CH:14]=[CH:15]/[C:16]([O:18][CH3:19])=[O:17], predict the reaction product. The product is: [CH2:4]([C@H:5]1[C@@H:15]([C:16]([O:18][CH3:19])=[O:17])[CH:14]=[C:13]([CH:20]2[CH2:25][CH2:24][CH2:23][CH2:22][CH2:21]2)[O:12][C:6]1=[O:7])[C:3]1[CH:8]=[CH:9][CH:10]=[CH:11][CH:2]=1. (4) Given the reactants [CH3:1][C@H:2]([CH2:7][C:8](OC)=O)[C:3](OC)=O.[NH2:12][C@H:13]([CH3:16])[CH2:14][OH:15], predict the reaction product. The product is: [CH3:1][C@@H:2]1[CH2:7][CH2:8][N:12]([C@H:13]([CH3:16])[CH2:14][OH:15])[CH2:3]1. (5) Given the reactants Br[C:2]1[C:3]([N:21]2[CH2:26][CH2:25][C:24]([CH3:28])([CH3:27])[CH2:23][CH2:22]2)=[C:4]([C@H:10]([O:16][C:17]([CH3:20])([CH3:19])[CH3:18])[C:11]([O:13][CH2:14][CH3:15])=[O:12])[C:5]([CH3:9])=[N:6][C:7]=1[CH3:8].[N:29]1[CH:34]=[CH:33][C:32]([CH2:35][O:36][C:37]2[CH:42]=[CH:41][C:40](B(O)O)=[CH:39][CH:38]=2)=[CH:31][CH:30]=1.C([O-])([O-])=O.[Na+].[Na+], predict the reaction product. The product is: [C:17]([O:16][C@@H:10]([C:4]1[C:5]([CH3:9])=[N:6][C:7]([CH3:8])=[C:2]([C:40]2[CH:39]=[CH:38][C:37]([O:36][CH2:35][C:32]3[CH:33]=[CH:34][N:29]=[CH:30][CH:31]=3)=[CH:42][CH:41]=2)[C:3]=1[N:21]1[CH2:26][CH2:25][C:24]([CH3:28])([CH3:27])[CH2:23][CH2:22]1)[C:11]([O:13][CH2:14][CH3:15])=[O:12])([CH3:20])([CH3:19])[CH3:18]. (6) Given the reactants Cl[CH2:2][C:3]1[N:4]=[C:5]([C:8]2[CH:13]=[CH:12][C:11]([Cl:14])=[CH:10][CH:9]=2)[O:6][CH:7]=1.[F:15][C:16]1[C:24]([OH:25])=[CH:23][CH:22]=[C:21]([F:26])[C:17]=1[C:18]([NH2:20])=[O:19].C(=O)([O-])[O-].[K+].[K+], predict the reaction product. The product is: [Cl:14][C:11]1[CH:12]=[CH:13][C:8]([C:5]2[O:6][CH:7]=[C:3]([CH2:2][O:25][C:24]3[C:16]([F:15])=[C:17]([C:21]([F:26])=[CH:22][CH:23]=3)[C:18]([NH2:20])=[O:19])[N:4]=2)=[CH:9][CH:10]=1. (7) The product is: [NH:8]1[CH2:13][CH:12]=[CH:11][CH2:10][CH:9]1[C:14]1[CH:15]=[CH:16][C:17]([NH:20][CH:21]=[C:22]2[C:31]3[C:26](=[CH:27][CH:28]=[C:29]([C:32]4[CH:36]=[CH:35][S:34][CH:33]=4)[CH:30]=3)[C:25](=[O:37])[NH:24][C:23]2=[O:38])=[CH:18][CH:19]=1. Given the reactants C(OC([N:8]1[CH2:13][CH:12]=[CH:11][CH2:10][CH:9]1[C:14]1[CH:19]=[CH:18][C:17]([NH:20][CH:21]=[C:22]2[C:31]3[C:26](=[CH:27][CH:28]=[C:29]([C:32]4[CH:36]=[CH:35][S:34][CH:33]=4)[CH:30]=3)[C:25](=[O:37])[NH:24][C:23]2=[O:38])=[CH:16][CH:15]=1)=O)(C)(C)C.OP(O)(O)=O.CC#N.[OH-].[Na+], predict the reaction product.